From a dataset of Kir2.1 potassium channel HTS with 301,493 compounds. Binary Classification. Given a drug SMILES string, predict its activity (active/inactive) in a high-throughput screening assay against a specified biological target. (1) The molecule is o1c(Cn2nnnc2CN2CCN(C3CCCCC3)CC2)ccc1. The result is 0 (inactive). (2) The result is 0 (inactive). The drug is O1C2=C(C3(CCN(CC3)C(OCc3ccccc3)=O)C(=C1N)C#N)C(=O)CCC2. (3) The drug is s1cc(nc1NC)c1c2c([nH]c1)cccc2. The result is 0 (inactive). (4) The drug is O=C(Nc1cc2c(cc(N3CCCCC3)nc2cc1)C)c1cc(OC)c(OC)cc1. The result is 0 (inactive). (5) The compound is Brc1cc2C(O)(N(c3ccc(cc3)CC)C(=O)Nc2cc1)C(=O)NCCCOCC. The result is 0 (inactive). (6) The compound is S(C(c1c2c([nH]c1C(OCC)=O)ccc(OC)c2)c1ccc(cc1)C(F)(F)F)CC(O)=O. The result is 0 (inactive). (7) The result is 0 (inactive). The molecule is s1c(N2CC(CC(C2)C)C)c(S(=O)(=O)c2ccc(cc2)C)nc1S(=O)(=O)CC. (8) The compound is S1(OCC(C(N1)(C)C)COC)(=O)=O. The result is 0 (inactive).